Dataset: Reaction yield outcomes from USPTO patents with 853,638 reactions. Task: Predict the reaction yield, written as a fraction of the theoretical maximum amount of product (1.0 means a 100% yield; for example, 0.34 means a 34% yield). (1) The reactants are [NH2:1][C:2]1[CH:11]=[C:10]2[C:5]([CH2:6][CH2:7][CH:8]([CH2:12][OH:13])[O:9]2)=[CH:4][CH:3]=1.[C:14]1([S:20](Cl)(=[O:22])=[O:21])[CH:19]=[CH:18][CH:17]=[CH:16][CH:15]=1.[OH2:24]. The catalyst is N1C=CC=CC=1. The product is [C:14]1([S:20]([NH:1][C:2]2[CH:11]=[C:10]3[C:5]([CH2:6][CH2:7][CH:8]([CH2:12][O:13][S:20]([C:14]4[CH:19]=[CH:18][CH:17]=[CH:16][CH:15]=4)(=[O:21])=[O:24])[O:9]3)=[CH:4][CH:3]=2)(=[O:22])=[O:21])[CH:19]=[CH:18][CH:17]=[CH:16][CH:15]=1. The yield is 0.920. (2) The product is [NH2:7][CH:8]1[CH2:9][CH2:10][N:11]([C:14]2[CH:15]=[N:16][C:17]([O:23][C:24]3[CH:25]=[CH:26][C:27]([O:30][C:31]4[CH:36]=[CH:35][CH:34]=[C:33]([F:37])[CH:32]=4)=[CH:28][CH:29]=3)=[C:18]([C:20]([NH2:21])=[O:22])[CH:19]=2)[CH2:12][CH2:13]1. No catalyst specified. The reactants are C(OC(=O)[NH:7][CH:8]1[CH2:13][CH2:12][N:11]([C:14]2[CH:15]=[N:16][C:17]([O:23][C:24]3[CH:29]=[CH:28][C:27]([O:30][C:31]4[CH:36]=[CH:35][CH:34]=[C:33]([F:37])[CH:32]=4)=[CH:26][CH:25]=3)=[C:18]([C:20](=[O:22])[NH2:21])[CH:19]=2)[CH2:10][CH2:9]1)(C)(C)C.C(Cl)Cl.Cl.O1CCOCC1. The yield is 0.797. (3) The reactants are [Cl:1][C:2]1[CH:3]=[C:4]2[C:8](=[CH:9][CH:10]=1)[NH:7][CH:6]=[C:5]2[CH2:11][CH2:12][NH:13][C:14](=[O:23])[C:15]1[CH:20]=[CH:19][CH:18]=[C:17]([CH2:21]Cl)[CH:16]=1.[NH:24]1[CH2:28][CH2:27][CH2:26][CH2:25]1. The catalyst is C1COCC1. The product is [Cl:1][C:2]1[CH:3]=[C:4]2[C:8](=[CH:9][CH:10]=1)[NH:7][CH:6]=[C:5]2[CH2:11][CH2:12][NH:13][C:14](=[O:23])[C:15]1[CH:20]=[CH:19][CH:18]=[C:17]([CH2:21][N:24]2[CH2:28][CH2:27][CH2:26][CH2:25]2)[CH:16]=1. The yield is 0.670. (4) The reactants are [CH3:1][NH:2][C:3](=O)[C:4]1[CH:9]=[CH:8][C:7]([N+:10]([O-:12])=[O:11])=[C:6]([NH:13][CH2:14][CH2:15][CH2:16][CH3:17])[CH:5]=1.B.C1COCC1.Cl. The catalyst is C1COCC1. The product is [CH2:14]([NH:13][C:6]1[CH:5]=[C:4]([CH2:3][NH:2][CH3:1])[CH:9]=[CH:8][C:7]=1[N+:10]([O-:12])=[O:11])[CH2:15][CH2:16][CH3:17]. The yield is 0.770. (5) The reactants are [H-].[Na+].[Cl:3][C:4]1[CH:5]=[CH:6][C:7]([NH:10][CH3:11])=[N:8][CH:9]=1.Br[CH2:13][C:14]1[CH:23]=[CH:22][C:21]([Cl:24])=[CH:20][C:15]=1[C:16]([O:18][CH3:19])=[O:17].O. The catalyst is O1CCCC1. The product is [Cl:24][C:21]1[CH:22]=[CH:23][C:14]([CH2:13][N:10]([C:7]2[CH:6]=[CH:5][C:4]([Cl:3])=[CH:9][N:8]=2)[CH3:11])=[C:15]([CH:20]=1)[C:16]([O:18][CH3:19])=[O:17]. The yield is 0.330.